From a dataset of Forward reaction prediction with 1.9M reactions from USPTO patents (1976-2016). Predict the product of the given reaction. (1) Given the reactants Cl[C:2]1[CH:3]=[C:4]([C:9]([O:11][CH3:12])=[O:10])[CH:5]=[N:6][C:7]=1Cl.C([Sn](CCCC)(CCCC)[CH2:18][O:19][CH2:20][Sn](CCCC)(CCCC)CCCC)CCC.CC(C1C=C(C(C)C)C(C2C=CC=CC=2P(C2CCCCC2)C2CCCCC2)=C(C(C)C)C=1)C.[F-].[K+], predict the reaction product. The product is: [N:6]1[CH:5]=[C:4]([C:9]([O:11][CH3:12])=[O:10])[CH:3]=[C:2]2[CH2:18][O:19][CH2:20][C:7]=12. (2) Given the reactants ClC(Cl)(OC(=O)OC(Cl)(Cl)Cl)Cl.C([O-])([O-])=O.[Na+].[Na+].C(N1CCN(C[C:28]2[CH:33]=[CH:32][C:31](N)=[CH:30][C:29]=2C(F)(F)F)CC1)C.[CH2:39]([N:41]1[CH2:46][CH2:45][N:44]([CH2:47][C:48]2[CH:53]=[CH:52][C:51]([NH:54][C:55]([N:57]3[CH2:62][CH2:61]N(CC)CC3)=[O:56])=[CH:50][C:49]=2[C:65]([F:68])([F:67])[F:66])[CH2:43][CH2:42]1)[CH3:40].C(N1CCNCC1)C.C(C1C=C(N)C=CC=1)#C, predict the reaction product. The product is: [CH2:39]([N:41]1[CH2:42][CH2:43][N:44]([CH2:47][C:48]2[CH:53]=[CH:52][C:51]([NH:54][C:55]([NH:57][C:62]3[CH:30]=[CH:29][CH:28]=[C:33]([C:32]#[CH:31])[CH:61]=3)=[O:56])=[CH:50][C:49]=2[C:65]([F:68])([F:66])[F:67])[CH2:45][CH2:46]1)[CH3:40]. (3) Given the reactants [CH3:1][C:2]1([CH3:20])[C:13]2[C:14]3[N:5]([C:6](=[O:19])[C:7](=[O:18])[N:8]([CH2:15][C:16]#[CH:17])[C:9]=3[CH:10]=[CH:11][CH:12]=2)[CH2:4][CH2:3]1.[N:21]([CH2:24][C:25]([O:27][CH2:28][CH3:29])=[O:26])=[N+:22]=[N-:23].O, predict the reaction product. The product is: [CH3:1][C:2]1([CH3:20])[C:13]2[C:14]3[N:5]([C:6](=[O:19])[C:7](=[O:18])[N:8]([CH2:15][C:16]4[N:23]=[N:22][N:21]([CH2:24][C:25]([O:27][CH2:28][CH3:29])=[O:26])[CH:17]=4)[C:9]=3[CH:10]=[CH:11][CH:12]=2)[CH2:4][CH2:3]1. (4) Given the reactants [Br:1][C:2]1[N:6]2[CH2:7][CH2:8][N:9]([C:11]([O:13][C:14]([CH3:17])([CH3:16])[CH3:15])=[O:12])[CH2:10][C:5]2=[C:4]([C:18]([O:20]CC)=[O:19])[C:3]=1[C:23]1[CH:28]=[CH:27][CH:26]=[C:25]([F:29])[CH:24]=1.[OH-].[Na+].S(=O)(=O)(O)O, predict the reaction product. The product is: [C:14]([O:13][C:11]([N:9]1[CH2:8][CH2:7][N:6]2[C:2]([Br:1])=[C:3]([C:23]3[CH:28]=[CH:27][CH:26]=[C:25]([F:29])[CH:24]=3)[C:4]([C:18]([OH:20])=[O:19])=[C:5]2[CH2:10]1)=[O:12])([CH3:17])([CH3:15])[CH3:16]. (5) Given the reactants [CH3:1][O:2][CH2:3][CH:4]([NH:6][C:7]([C:9]1[CH:10]=[C:11]([C:16]2[CH:21]=[CH:20][C:19]([CH3:22])=[CH:18][CH:17]=2)[CH:12]=[C:13](I)[CH:14]=1)=[O:8])[CH3:5].[NH:23]1[CH:27]=[CH:26][CH:25]=[N:24]1.N1C2C(=CC=C3C=2N=CC=C3)C=CC=1.C([O-])([O-])=O.[Cs+].[Cs+], predict the reaction product. The product is: [CH3:1][O:2][CH2:3][CH:4]([NH:6][C:7]([C:9]1[CH:10]=[C:11]([C:16]2[CH:21]=[CH:20][C:19]([CH3:22])=[CH:18][CH:17]=2)[CH:12]=[C:13]([N:23]2[CH:27]=[CH:26][CH:25]=[N:24]2)[CH:14]=1)=[O:8])[CH3:5]. (6) Given the reactants [CH2:1]([C@:8]1([C:23]([NH:25][CH2:26][CH:27]([C:29]2[CH:34]=[C:33]([O:35][CH3:36])[CH:32]=[C:31]([O:37][CH3:38])[CH:30]=2)[OH:28])=[O:24])[O:12][C:11](=[O:13])[N:10]([C@@H:14]([C:16]2[CH:21]=[CH:20][CH:19]=[CH:18][CH:17]=2)[CH3:15])[C:9]1=[O:22])[C:2]1[CH:7]=[CH:6][CH:5]=[CH:4][CH:3]=1.CC(OI1(OC(C)=O)(OC(C)=O)OC(=O)C2C=CC=CC1=2)=O.C(=O)(O)[O-].[Na+].S([O-])([O-])(=O)=S.[Na+].[Na+], predict the reaction product. The product is: [CH2:1]([C@:8]1([C:23]([NH:25][CH2:26][C:27]([C:29]2[CH:34]=[C:33]([O:35][CH3:36])[CH:32]=[C:31]([O:37][CH3:38])[CH:30]=2)=[O:28])=[O:24])[O:12][C:11](=[O:13])[N:10]([C@@H:14]([C:16]2[CH:17]=[CH:18][CH:19]=[CH:20][CH:21]=2)[CH3:15])[C:9]1=[O:22])[C:2]1[CH:7]=[CH:6][CH:5]=[CH:4][CH:3]=1. (7) Given the reactants [CH2:1]([O:3][P:4]([CH2:19][P:20]([O:25][CH2:26][CH3:27])([O:22][CH2:23][CH3:24])=[O:21])([C:6]1[CH:7]=[C:8]2[C:13](=[CH:14][CH:15]=1)[O:12][C:11](=[O:16])[CH2:10][C:9]2([CH3:18])[CH3:17])=[O:5])[CH3:2].[OH-:28].[K+], predict the reaction product. The product is: [OH:12][C:13]1[CH:14]=[CH:15][C:6]([P:4]([O:3][CH2:1][CH3:2])([CH2:19][P:20]([O:25][CH2:26][CH3:27])([O:22][CH2:23][CH3:24])=[O:21])=[O:5])=[CH:7][C:8]=1[C:9]([CH3:18])([CH3:17])[CH2:10][C:11]([OH:16])=[O:28]. (8) Given the reactants [NH2:1][C:2]1[N:7]=[C:6]([O:8][CH2:9][CH2:10][OH:11])[CH:5]=[CH:4][CH:3]=1.[Si:12]([O:19][C:20]1[CH:27]=[C:26]([CH3:28])[C:23]([CH:24]=O)=[C:22]([CH3:29])[CH:21]=1)([C:15]([CH3:18])([CH3:17])[CH3:16])([CH3:14])[CH3:13].[N+:30]([C:32]1[CH:41]=[CH:40][C:35]2[O:36][CH2:37][CH2:38][O:39][C:34]=2[CH:33]=1)#[C-:31], predict the reaction product. The product is: [Si:12]([O:19][C:20]1[CH:27]=[C:26]([CH3:28])[C:23]([C:24]2[N:1]=[C:2]3[CH:3]=[CH:4][CH:5]=[C:6]([O:8][CH2:9][CH2:10][OH:11])[N:7]3[C:31]=2[NH:30][C:32]2[CH:41]=[CH:40][C:35]3[O:36][CH2:37][CH2:38][O:39][C:34]=3[CH:33]=2)=[C:22]([CH3:29])[CH:21]=1)([C:15]([CH3:18])([CH3:17])[CH3:16])([CH3:14])[CH3:13]. (9) Given the reactants [Cl:1][C:2]1[CH:11]=[C:10]([C:12]([OH:14])=O)[C:9]([OH:15])=[C:8]2[C:3]=1[CH:4]=[CH:5][CH:6]=[N:7]2.[CH2:16](N)[C:17]1[CH:22]=[CH:21][CH:20]=[CH:19][CH:18]=1.O[N:25]1C2N=CC=CC=2N=N1.Cl.CN(C)CCCN=C=NCC.C(N(CC)CC)C, predict the reaction product. The product is: [CH2:16]([C:6]1[CH:5]=[CH:4][C:3]2[C:8](=[C:9]([OH:15])[C:10]([C:12]([NH2:25])=[O:14])=[CH:11][C:2]=2[Cl:1])[N:7]=1)[C:17]1[CH:22]=[CH:21][CH:20]=[CH:19][CH:18]=1.